The task is: Predict the reaction yield, written as a fraction of the theoretical maximum amount of product (1.0 means a 100% yield; for example, 0.34 means a 34% yield).. This data is from Reaction yield outcomes from USPTO patents with 853,638 reactions. (1) The reactants are C(OC(=O)[N:7]([CH2:26][C:27]1[CH:32]=[CH:31][CH:30]=[CH:29][CH:28]=1)[CH2:8][CH2:9][C:10]1[CH:15]=[CH:14][C:13]([O:16][C:17]2[CH:22]=[CH:21][C:20]([C:23]#[N:24])=[C:19]([Cl:25])[CH:18]=2)=[CH:12][CH:11]=1)(C)(C)C.OO.C([O-])([O-])=[O:37].[K+].[K+].FC(F)(F)C(O)=O. The yield is 0.760. The catalyst is CS(C)=O.C(Cl)Cl. The product is [CH2:26]([NH:7][CH2:8][CH2:9][C:10]1[CH:15]=[CH:14][C:13]([O:16][C:17]2[CH:22]=[CH:21][C:20]([C:23]([NH2:24])=[O:37])=[C:19]([Cl:25])[CH:18]=2)=[CH:12][CH:11]=1)[C:27]1[CH:28]=[CH:29][CH:30]=[CH:31][CH:32]=1. (2) The reactants are Br[C:2]1[CH:3]=[C:4]([CH:8]([N:12]2[CH:16]=[C:15]([C:17]3[C:18]4[CH:25]=[CH:24][N:23]([CH2:26][O:27][CH2:28][CH2:29][Si:30]([CH3:33])([CH3:32])[CH3:31])[C:19]=4[N:20]=[CH:21][N:22]=3)[CH:14]=[N:13]2)[CH2:9][C:10]#[N:11])[CH:5]=[N:6][CH:7]=1.O1CCOCC1.[C:40]1(B(O)O)[CH:45]=[CH:44][CH:43]=[CH:42][CH:41]=1.C(=O)(O)[O-].[Na+].O. The catalyst is C1C=CC([P]([Pd]([P](C2C=CC=CC=2)(C2C=CC=CC=2)C2C=CC=CC=2)([P](C2C=CC=CC=2)(C2C=CC=CC=2)C2C=CC=CC=2)[P](C2C=CC=CC=2)(C2C=CC=CC=2)C2C=CC=CC=2)(C2C=CC=CC=2)C2C=CC=CC=2)=CC=1. The product is [C:40]1([C:2]2[CH:3]=[C:4]([CH:8]([N:12]3[CH:16]=[C:15]([C:17]4[C:18]5[CH:25]=[CH:24][N:23]([CH2:26][O:27][CH2:28][CH2:29][Si:30]([CH3:33])([CH3:32])[CH3:31])[C:19]=5[N:20]=[CH:21][N:22]=4)[CH:14]=[N:13]3)[CH2:9][C:10]#[N:11])[CH:5]=[N:6][CH:7]=2)[CH:45]=[CH:44][CH:43]=[CH:42][CH:41]=1. The yield is 0.800. (3) The reactants are [CH3:1][C:2]1[N:7]=[CH:6][C:5]([O:8][CH2:9][CH2:10][CH2:11][S:12][C:13]2[C:22]3[C:17](=[CH:18][C:19]([C:23]([F:26])([F:25])[F:24])=[CH:20][CH:21]=3)[N:16]=[CH:15][CH:14]=2)=[CH:4][CH:3]=1.[ClH:27].O=P12OP3(OP(OP(O3)(O1)=O)(=O)O2)=O. The catalyst is CO.CC(O)C. The product is [ClH:27].[ClH:27].[CH3:1][C:2]1[N:7]=[CH:6][C:5]([O:8][CH2:9][CH2:10][CH2:11][S:12][C:13]2[C:22]3[C:17](=[CH:18][C:19]([C:23]([F:26])([F:25])[F:24])=[CH:20][CH:21]=3)[N:16]=[CH:15][CH:14]=2)=[CH:4][CH:3]=1. The yield is 1.00. (4) The reactants are [OH:1][CH2:2][C:3]([C@H:5]([C@@H:7]([C@@H:9]([CH2:11]O)[OH:10])O)O)=O.[ClH:13].C. The catalyst is O.C1(C)C=CC=CC=1. The product is [Cl:13][CH2:11][C:9]1[O:10][C:3]([CH:2]=[O:1])=[CH:5][CH:7]=1. The yield is 0.800. (5) The reactants are [C:1]1([C:11]2[CH:16]=[CH:15][C:14]([N:17]3[C:29]4[CH:28]=[CH:27][CH:26]=[CH:25][C:24]=4[C:23]4[C:18]3=[CH:19][CH:20]=[CH:21][CH:22]=4)=[CH:13][CH:12]=2)[C:10]2[C:5](=[CH:6][CH:7]=[CH:8][CH:9]=2)[CH:4]=[CH:3][CH:2]=1.[Br:30]N1C(=O)CCC1=O. The catalyst is C1(C)C=CC=CC=1.C(OCC)(=O)C. The product is [Br:30][C:26]1[CH:27]=[CH:28][C:29]2[N:17]([C:14]3[CH:13]=[CH:12][C:11]([C:1]4[C:10]5[C:5](=[CH:6][CH:7]=[CH:8][CH:9]=5)[CH:4]=[CH:3][CH:2]=4)=[CH:16][CH:15]=3)[C:18]3[C:23]([C:24]=2[CH:25]=1)=[CH:22][CH:21]=[CH:20][CH:19]=3. The yield is 0.990. (6) The reactants are [Cl:1][C:2]1[CH:7]=[CH:6][C:5]([C:8]2[O:9][C:10]3[C:11](=[C:13]([C:17]([O:19]C)=[O:18])[CH:14]=[CH:15][CH:16]=3)[N:12]=2)=[CH:4][CH:3]=1.C1COCC1.[OH-].[Li+].Cl. The catalyst is C(OCC)(=O)C.O.CO. The product is [Cl:1][C:2]1[CH:3]=[CH:4][C:5]([C:8]2[O:9][C:10]3[C:11](=[C:13]([C:17]([OH:19])=[O:18])[CH:14]=[CH:15][CH:16]=3)[N:12]=2)=[CH:6][CH:7]=1. The yield is 0.900. (7) The yield is 0.480. The catalyst is CN(C=O)C. The reactants are [CH3:1][C:2]1[C:7]([OH:8])=[CH:6][CH:5]=[CH:4][N:3]=1.[H-].[Na+].[Br:11][C:12]1[CH:13]=[C:14]([N+]([O-])=O)[C:15]([C:18]#[N:19])=[N:16][CH:17]=1.O. The product is [Br:11][C:12]1[CH:13]=[C:14]([O:8][C:7]2[C:2]([CH3:1])=[N:3][CH:4]=[CH:5][CH:6]=2)[C:15]([C:18]#[N:19])=[N:16][CH:17]=1.